From a dataset of Reaction yield outcomes from USPTO patents with 853,638 reactions. Predict the reaction yield, written as a fraction of the theoretical maximum amount of product (1.0 means a 100% yield; for example, 0.34 means a 34% yield). (1) The reactants are [C:1]([C:6]1[CH:11]=[C:10]([Cl:12])[CH:9]=[CH:8][C:7]=1[NH:13][S:14]([C:17]([F:20])([F:19])[F:18])(=[O:16])=[O:15])(=O)[CH2:2][CH2:3][CH3:4].Cl.[Cl:22][C:23]1[CH:28]=[CH:27][C:26]([O:29][NH2:30])=[CH:25][CH:24]=1.CC([O-])=O.[Na+]. The catalyst is CCO. The product is [Cl:12][C:10]1[CH:9]=[CH:8][C:7]([NH:13][S:14]([C:17]([F:20])([F:19])[F:18])(=[O:16])=[O:15])=[C:6]([C:1](=[N:30][O:29][C:26]2[CH:27]=[CH:28][C:23]([Cl:22])=[CH:24][CH:25]=2)[CH2:2][CH2:3][CH3:4])[CH:11]=1. The yield is 0.620. (2) The reactants are [NH2:1][C:2]1[CH:10]=[CH:9][C:5]2[N:6]=[CH:7][S:8][C:4]=2[CH:3]=1.[Cl:11][C:12]([O:14][C:15]1[CH:20]=[CH:19][C:18]([N+:21]([O-:23])=[O:22])=[CH:17][CH:16]=1)=[O:13]. The catalyst is C(Cl)Cl. The product is [ClH:11].[S:8]1[C:4]2[CH:3]=[C:2]([NH:1][C:12](=[O:13])[O:14][C:15]3[CH:16]=[CH:17][C:18]([N+:21]([O-:23])=[O:22])=[CH:19][CH:20]=3)[CH:10]=[CH:9][C:5]=2[N:6]=[CH:7]1. The yield is 0.810. (3) The reactants are Br[C:2]1[CH:3]=[CH:4][C:5]([O:29][CH2:30][CH:31]2[CH2:33][CH2:32]2)=[C:6]([C:8]2[C:9]3[CH:18]=[CH:17][N:16](S(C4C=CC(C)=CC=4)(=O)=O)[C:10]=3[C:11](=[O:15])[N:12]([CH3:14])[CH:13]=2)[CH:7]=1.CC1(C)C(C)(C)OB([C:42]2[CH:43]=[N:44]OC=2)O1.ClCCl.[F-].[K+].[OH-].[Na+]. The catalyst is CS(C)=O.O.Cl[Pd]Cl.C1(P(C2C=CC=CC=2)[C-]2C=CC=C2)C=CC=CC=1.[C-]1(P(C2C=CC=CC=2)C2C=CC=CC=2)C=CC=C1.[Fe+2]. The product is [CH:31]1([CH2:30][O:29][C:5]2[CH:4]=[CH:3][C:2]([CH2:42][C:43]#[N:44])=[CH:7][C:6]=2[C:8]2[C:9]3[CH:18]=[CH:17][NH:16][C:10]=3[C:11](=[O:15])[N:12]([CH3:14])[CH:13]=2)[CH2:33][CH2:32]1. The yield is 0.480. (4) The reactants are [Br:1][C:2]1[CH:3]=[C:4]([N+:9]([O-])=O)[C:5]([Cl:8])=[N:6][CH:7]=1.O.O.Cl[Sn]Cl.[OH-].[Na+]. The catalyst is Cl. The product is [NH2:9][C:4]1[C:5]([Cl:8])=[N:6][CH:7]=[C:2]([Br:1])[CH:3]=1. The yield is 0.890. (5) The reactants are [F:1][C:2]([F:9])([F:8])[N:3]1[CH:7]=[CH:6][NH:5][NH:4]1.Cl[C:11]1[CH:18]=[CH:17][C:14]([C:15]#[N:16])=[C:13]([S:19][CH2:20][CH2:21][CH3:22])[CH:12]=1.C(=O)([O-])[O-].[K+].[K+].O. The catalyst is CN(C)C=O. The product is [CH2:20]([S:19][C:13]1[CH:12]=[C:11]([N:5]2[CH:6]=[CH:7][N:3]([C:2]([F:9])([F:8])[F:1])[NH:4]2)[CH:18]=[CH:17][C:14]=1[C:15]#[N:16])[CH2:21][CH3:22]. The yield is 0.382. (6) The reactants are [CH2:1]([CH:8]([NH:14][S:15]([C:18]1[CH:23]=[CH:22][C:21]([Cl:24])=[CH:20][CH:19]=1)(=[O:17])=[O:16])[C:9](=[O:13])[CH2:10][CH2:11][CH3:12])[C:2]1[CH:7]=[CH:6][CH:5]=[CH:4][CH:3]=1.C([Mg]Br)#CC.O. The catalyst is C1COCC1. The product is [CH2:1]([C@@H:8]([NH:14][S:15]([C:18]1[CH:19]=[CH:20][C:21]([Cl:24])=[CH:22][CH:23]=1)(=[O:17])=[O:16])[C:9](=[O:13])[C:10]#[C:11][CH3:12])[C:2]1[CH:3]=[CH:4][CH:5]=[CH:6][CH:7]=1. The yield is 0.850. (7) The reactants are [Br:1][C:2](Br)=[N:3][OH:4].[F:6][C:7]1[CH:22]=[CH:21][C:10]([C:11]([N:13]2[CH2:18][CH2:17][CH2:16][CH:15]([C:19]#[N:20])[CH2:14]2)=[O:12])=[CH:9][CH:8]=1.C([O-])(O)=O.[Na+]. The catalyst is C1(C)C=CC=CC=1.O.C(OCC)(=O)C. The product is [Br:1][C:2]1[N:20]=[C:19]([CH:15]2[CH2:16][CH2:17][CH2:18][N:13]([C:11]([C:10]3[CH:9]=[CH:8][C:7]([F:6])=[CH:22][CH:21]=3)=[O:12])[CH2:14]2)[O:4][N:3]=1. The yield is 0.280.